Dataset: Reaction yield outcomes from USPTO patents with 853,638 reactions. Task: Predict the reaction yield, written as a fraction of the theoretical maximum amount of product (1.0 means a 100% yield; for example, 0.34 means a 34% yield). (1) The reactants are Cl[N:2]1[C@@H:7]([CH3:8])[CH2:6][N:5]([C:9]([O:11][C:12]([CH3:15])([CH3:14])[CH3:13])=[O:10])[C@H:4]([CH3:16])[CH2:3]1.Br[C:18]1[CH:19]=[CH:20][C:21]([N+:24]([O-:26])=[O:25])=[N:22][CH:23]=1. No catalyst specified. The product is [C:12]([O:11][C:9]([N:5]1[CH2:6][C@H:7]([CH3:8])[N:2]([C:18]2[CH:23]=[N:22][C:21]([N+:24]([O-:26])=[O:25])=[CH:20][CH:19]=2)[CH2:3][C@H:4]1[CH3:16])=[O:10])([CH3:15])([CH3:14])[CH3:13]. The yield is 0.750. (2) The reactants are [N:1]1[CH:6]=[CH:5][CH:4]=[C:3]([CH2:7][OH:8])[N:2]=1.S(Cl)(Cl)=O.[CH:13]1([NH:16][C:17](=[O:35])[C:18]2[CH:23]=[CH:22][C:21]([CH3:24])=[C:20]([NH:25][C:26](=[O:34])[C:27]3[CH:32]=[CH:31][C:30](O)=[CH:29][CH:28]=3)[CH:19]=2)[CH2:15][CH2:14]1.C(=O)([O-])[O-].[Cs+].[Cs+].[I-]. The catalyst is C(Cl)Cl.CS(C)=O. The product is [CH:13]1([NH:16][C:17](=[O:35])[C:18]2[CH:23]=[CH:22][C:21]([CH3:24])=[C:20]([NH:25][C:26](=[O:34])[C:27]3[CH:28]=[CH:29][C:30]([O:8][CH2:7][C:3]4[N:2]=[N:1][CH:6]=[CH:5][CH:4]=4)=[CH:31][CH:32]=3)[CH:19]=2)[CH2:15][CH2:14]1. The yield is 0.0590. (3) The reactants are [NH:1]1[C:9]2[C:4](=[CH:5][CH:6]=[CH:7][CH:8]=2)[C:3](/[CH:10]=[C:11]2\[O:12][C:13]3[C:20]([CH2:21][N:22]4[CH2:27][CH2:26][N:25](C(OC(C)(C)C)=O)[CH2:24][CH2:23]4)=[C:19]([O:35][CH:36]([CH3:38])[CH3:37])[CH:18]=[CH:17][C:14]=3[C:15]\2=[O:16])=[N:2]1.FC(F)(F)C(O)=O.O.C(=O)([O-])O.[Na+]. The catalyst is C(Cl)Cl. The product is [NH:1]1[C:9]2[C:4](=[CH:5][CH:6]=[CH:7][CH:8]=2)[C:3](/[CH:10]=[C:11]2\[O:12][C:13]3[C:20]([CH2:21][N:22]4[CH2:23][CH2:24][NH:25][CH2:26][CH2:27]4)=[C:19]([O:35][CH:36]([CH3:38])[CH3:37])[CH:18]=[CH:17][C:14]=3[C:15]\2=[O:16])=[N:2]1. The yield is 0.500. (4) The reactants are CCN(C(C)C)C(C)C.[F:10][C:11]1[CH:16]=[CH:15][C:14]([C:17]2[O:21][N:20]=[C:19]([NH:22][C:23](=[O:28])[CH2:24][C:25]([OH:27])=O)[CH:18]=2)=[CH:13][CH:12]=1.CCN=C=NCCCN(C)C.C1C=CC2N(O)N=NC=2C=1.Cl.[Br:51][C:52]1[CH:57]=[CH:56][CH:55]=[CH:54][C:53]=1[C:58]([N:60]1[CH2:65][CH2:64][NH:63][CH2:62][CH2:61]1)=[O:59]. The catalyst is CN(C=O)C. The product is [Br:51][C:52]1[CH:57]=[CH:56][CH:55]=[CH:54][C:53]=1[C:58]([N:60]1[CH2:61][CH2:62][N:63]([C:25](=[O:27])[CH2:24][C:23]([NH:22][C:19]2[CH:18]=[C:17]([C:14]3[CH:13]=[CH:12][C:11]([F:10])=[CH:16][CH:15]=3)[O:21][N:20]=2)=[O:28])[CH2:64][CH2:65]1)=[O:59]. The yield is 0.283. (5) The reactants are [NH:1]([C:9]([O:11][C:12]([CH3:15])([CH3:14])[CH3:13])=[O:10])[C@@H:2]([C:6]([OH:8])=O)[CH:3]([CH3:5])[CH3:4].C1N=CN(C(N2C=NC=C2)=O)C=1.Cl.[CH2:29]1[O:40][C:39]2[CH:38]=[CH:37][C:33]([CH2:34][CH2:35][NH2:36])=[CH:32][C:31]=2[O:30]1.C(N(CC)CC)C. The catalyst is ClCCCl. The product is [C:12]([O:11][C:9](=[O:10])[NH:1][C@@H:2]([C:6](=[O:8])[NH:36][CH2:35][CH2:34][C:33]1[CH:37]=[CH:38][C:39]2[O:40][CH2:29][O:30][C:31]=2[CH:32]=1)[CH:3]([CH3:4])[CH3:5])([CH3:15])([CH3:14])[CH3:13]. The yield is 0.946. (6) The reactants are [CH3:1][S:2]([O:5][C:6]1([CH2:9][CH2:10]Cl)[CH2:8][CH2:7]1)(=[O:4])=[O:3].[C:12]([O-:16])(=[O:15])[CH2:13][CH3:14].[Na+].[I-].[Na+].CN(C)C(=O)C. The catalyst is O. The product is [CH3:1][S:2]([O:5][C:6]1([CH2:9][CH2:10][O:16][C:12](=[O:15])[CH2:13][CH3:14])[CH2:8][CH2:7]1)(=[O:4])=[O:3]. The yield is 0.840.